This data is from Reaction yield outcomes from USPTO patents with 853,638 reactions. The task is: Predict the reaction yield, written as a fraction of the theoretical maximum amount of product (1.0 means a 100% yield; for example, 0.34 means a 34% yield). (1) The yield is 0.0800. The product is [NH2:16][C:17]1[N:21]([CH3:22])[C:20](=[O:23])[C:19]([C:36]2[CH:41]=[CH:40][C:39]([F:42])=[C:38]([C:2]3[CH:7]=[N:6][CH:5]=[CH:4][N:3]=3)[CH:37]=2)([C:24]2[CH:29]=[CH:28][C:27]([S:30]([F:33])([F:31])([F:32])([F:34])[F:35])=[CH:26][CH:25]=2)[N:18]=1. The catalyst is CN(C=O)C.Cl[Pd](Cl)([P](C1C=CC=CC=1)(C1C=CC=CC=1)C1C=CC=CC=1)[P](C1C=CC=CC=1)(C1C=CC=CC=1)C1C=CC=CC=1. The reactants are Br[C:2]1[CH:7]=[N:6][CH:5]=[CH:4][N:3]=1.C[Sn](C)C.C[Sn](C)C.[NH2:16][C:17]1[N:21]([CH3:22])[C:20](=[O:23])[C:19]([C:36]2[CH:41]=[CH:40][C:39]([F:42])=[C:38](Br)[CH:37]=2)([C:24]2[CH:29]=[CH:28][C:27]([S:30]([F:35])([F:34])([F:33])([F:32])[F:31])=[CH:26][CH:25]=2)[N:18]=1.[F-].[Cs+]. (2) The reactants are [F:1][C:2]([F:12])([F:11])[O:3][C:4]1[C:5]([NH2:10])=[N:6][CH:7]=[CH:8][CH:9]=1.[Br:13]N1C(=O)CCC1=O. The catalyst is ClCCl. The yield is 0.510. The product is [Br:13][C:8]1[CH:9]=[C:4]([O:3][C:2]([F:1])([F:11])[F:12])[C:5]([NH2:10])=[N:6][CH:7]=1. (3) The reactants are [CH:1]1([CH2:6][C@H:7]([CH2:24][N:25]([CH:33]=[O:34])[O:26]C2CCCCO2)[C:8]([N:10]2[C@H:14]([C:15]([NH:17][C:18]3[N:23]=[CH:22][CH:21]=[CH:20][N:19]=3)=[O:16])[CH2:13][CH2:12][NH:11]2)=[O:9])[CH2:5][CH2:4][CH2:3][CH2:2]1.C(O)(=O)C. The catalyst is O. The product is [CH:1]1([CH2:6][C@H:7]([CH2:24][N:25]([CH:33]=[O:34])[OH:26])[C:8]([N:10]2[C@H:14]([C:15]([NH:17][C:18]3[N:23]=[CH:22][CH:21]=[CH:20][N:19]=3)=[O:16])[CH2:13][CH2:12][NH:11]2)=[O:9])[CH2:2][CH2:3][CH2:4][CH2:5]1. The yield is 0.540. (4) The reactants are [NH:1]1[C:5]([C:6]2[CH:7]=[C:8]([NH:12][C:13]([C:15]3([CH3:21])[CH2:20][CH2:19][NH:18][CH2:17][CH2:16]3)=[O:14])[CH:9]=[CH:10][CH:11]=2)=[N:4][N:3]=[N:2]1.Cl[C:23]1[C:24]2[C:31]([CH3:32])=[CH:30][NH:29][C:25]=2[N:26]=[CH:27][N:28]=1.C(N(CC)C(C)C)(C)C.C(O)(C)C. The catalyst is CS(C)=O. The product is [NH:4]1[C:5]([C:6]2[CH:7]=[C:8]([NH:12][C:13]([C:15]3([CH3:21])[CH2:20][CH2:19][N:18]([C:23]4[C:24]5[C:31]([CH3:32])=[CH:30][NH:29][C:25]=5[N:26]=[CH:27][N:28]=4)[CH2:17][CH2:16]3)=[O:14])[CH:9]=[CH:10][CH:11]=2)=[N:1][N:2]=[N:3]1. The yield is 0.0430.